Dataset: Catalyst prediction with 721,799 reactions and 888 catalyst types from USPTO. Task: Predict which catalyst facilitates the given reaction. Reactant: [C:1]([Si:5]([CH3:25])([CH3:24])[O:6][CH:7]([CH2:16][C:17]1[CH:22]=[CH:21][CH:20]=[C:19]([F:23])[CH:18]=1)[CH2:8][CH2:9][CH:10]1[NH:14][C:13](=[O:15])[CH2:12][CH2:11]1)([CH3:4])([CH3:3])[CH3:2].C[Si]([N-][Si](C)(C)C)(C)C.[Na+].[CH3:36][O:37][C:38](=[O:49])[C:39]1[CH:44]=[CH:43][C:42]([CH2:45][CH2:46][CH2:47]Br)=[CH:41][CH:40]=1.CCOC(C)=O. Product: [CH3:36][O:37][C:38](=[O:49])[C:39]1[CH:44]=[CH:43][C:42]([CH2:45][CH2:46][CH2:47][N:14]2[C:13](=[O:15])[CH2:12][CH2:11][CH:10]2[CH2:9][CH2:8][CH:7]([O:6][Si:5]([C:1]([CH3:4])([CH3:3])[CH3:2])([CH3:25])[CH3:24])[CH2:16][C:17]2[CH:22]=[CH:21][CH:20]=[C:19]([F:23])[CH:18]=2)=[CH:41][CH:40]=1. The catalyst class is: 61.